The task is: Predict the product of the given reaction.. This data is from Forward reaction prediction with 1.9M reactions from USPTO patents (1976-2016). (1) Given the reactants [Cl:1][C:2]1[N:3]=[C:4]([NH:15][CH3:16])[C:5]2[N:11]=[C:10](Cl)[N:9]=[C:8]([NH:13][CH3:14])[C:6]=2[N:7]=1.[CH2:17]([NH2:21])[CH:18]([CH3:20])[CH3:19].C([O-])(O)=O.[Na+], predict the reaction product. The product is: [ClH:1].[CH2:17]([NH:21][C:2]1[N:3]=[C:4]([NH:15][CH3:16])[C:5]2[N:11]=[C:10]([NH:21][CH2:17][CH:18]([CH3:20])[CH3:19])[N:9]=[C:8]([NH:13][CH3:14])[C:6]=2[N:7]=1)[CH:18]([CH3:20])[CH3:19]. (2) Given the reactants C(Cl)(=O)C(Cl)=O.CS(C)=O.[C:11]([N:18]1[CH2:23][CH2:22][CH:21]([CH2:24][OH:25])[CH2:20][CH2:19]1)([O:13][C:14]([CH3:17])([CH3:16])[CH3:15])=[O:12], predict the reaction product. The product is: [CH:24]([CH:21]1[CH2:22][CH2:23][N:18]([C:11]([O:13][C:14]([CH3:17])([CH3:16])[CH3:15])=[O:12])[CH2:19][CH2:20]1)=[O:25]. (3) Given the reactants [Na].[Cl:2][C:3]1[CH:8]=[C:7]([O:9][CH3:10])[CH:6]=[CH:5][C:4]=1[OH:11].[C:12]([O:16][CH2:17][CH3:18])(=[O:15])[CH:13]=[CH2:14], predict the reaction product. The product is: [Cl:2][C:3]1[CH:8]=[C:7]([O:9][CH3:10])[CH:6]=[CH:5][C:4]=1[O:11][CH2:14][CH2:13][C:12]([O:16][CH2:17][CH3:18])=[O:15]. (4) Given the reactants C(O)(C(F)(F)F)=O.[C:8]([C:10]1[N:15]=[CH:14][C:13]([NH:16][C@@H:17]2[CH2:22][CH2:21][CH2:20][CH2:19][C@@H:18]2[NH:23]C(=O)OC(C)(C)C)=[CH:12][C:11]=1[NH:31][C:32]1[CH:37]=[C:36]([C:38]2[CH:43]=[CH:42][CH:41]=[CH:40][CH:39]=2)[CH:35]=[C:34]([CH3:44])[N:33]=1)#[N:9], predict the reaction product. The product is: [NH2:23][C@H:18]1[CH2:19][CH2:20][CH2:21][CH2:22][C@H:17]1[NH:16][C:13]1[CH:12]=[C:11]([NH:31][C:32]2[CH:37]=[C:36]([C:38]3[CH:43]=[CH:42][CH:41]=[CH:40][CH:39]=3)[CH:35]=[C:34]([CH3:44])[N:33]=2)[C:10]([C:8]#[N:9])=[N:15][CH:14]=1.